This data is from Reaction yield outcomes from USPTO patents with 853,638 reactions. The task is: Predict the reaction yield, written as a fraction of the theoretical maximum amount of product (1.0 means a 100% yield; for example, 0.34 means a 34% yield). (1) The reactants are [CH3:1][N:2]1[C:7](=[O:8])[C:6]([NH:9][C:10]2[CH:15]=[CH:14][C:13]([N:16]3[CH2:21][CH2:20][N:19]([CH:22]4[CH2:25][O:24][CH2:23]4)[CH2:18][C@@H:17]3[CH3:26])=[CH:12][N:11]=2)=[CH:5][C:4]([C:27]2[C:32]([CH:33]=[O:34])=[C:31]([N:35]3[C:47](=[O:48])[C:39]4=[CH:40][N:41]5[C:46]([CH2:45][CH2:44][CH2:43][CH2:42]5)=[C:38]4[CH:37]=[N:36]3)[N:30]=[CH:29][CH:28]=2)=[CH:3]1.[BH4-].[Na+]. The catalyst is CO. The product is [OH:34][CH2:33][C:32]1[C:31]([N:35]2[C:47](=[O:48])[C:39]3=[CH:40][N:41]4[C:46]([CH2:45][CH2:44][CH2:43][CH2:42]4)=[C:38]3[CH:37]=[N:36]2)=[N:30][CH:29]=[CH:28][C:27]=1[C:4]1[CH:5]=[C:6]([NH:9][C:10]2[CH:15]=[CH:14][C:13]([N:16]3[CH2:21][CH2:20][N:19]([CH:22]4[CH2:23][O:24][CH2:25]4)[CH2:18][C@@H:17]3[CH3:26])=[CH:12][N:11]=2)[C:7](=[O:8])[N:2]([CH3:1])[CH:3]=1. The yield is 0.600. (2) The product is [Br:1][C:27]1[CH:26]=[N:25][N:24]([C:20]2[C:19]([O:29][C:30]3[CH:35]=[CH:34][CH:33]=[CH:32][CH:31]=3)=[C:18]3[C:23](=[CH:22][CH:21]=2)[N:14]([C:12]([CH:9]2[CH2:10][CH2:11]2)=[O:13])[C@@H:15]([CH3:36])[CH2:16][CH2:17]3)[CH:28]=1. The reactants are [Br:1]N1C(=O)CCC1=O.[CH:9]1([C:12]([N:14]2[C:23]3[C:18](=[C:19]([O:29][C:30]4[CH:35]=[CH:34][CH:33]=[CH:32][CH:31]=4)[C:20]([N:24]4[CH:28]=[CH:27][CH:26]=[N:25]4)=[CH:21][CH:22]=3)[CH2:17][CH2:16][C@@H:15]2[CH3:36])=[O:13])[CH2:11][CH2:10]1. The catalyst is CN(C)C=O.O. The yield is 0.910.